Dataset: Full USPTO retrosynthesis dataset with 1.9M reactions from patents (1976-2016). Task: Predict the reactants needed to synthesize the given product. (1) Given the product [Cl:6][C:7]1[N:12]=[C:11]([NH:5][CH2:4][CH2:3][O:2][CH3:1])[CH:10]=[C:9]([CH2:14][O:15][CH2:16][C:17]([F:20])([F:18])[F:19])[N:8]=1, predict the reactants needed to synthesize it. The reactants are: [CH3:1][O:2][CH2:3][CH2:4][NH2:5].[Cl:6][C:7]1[N:12]=[C:11](Cl)[CH:10]=[C:9]([CH2:14][O:15][CH2:16][C:17]([F:20])([F:19])[F:18])[N:8]=1. (2) Given the product [Cl:1][C:2]1[CH:7]=[C:6]([NH2:8])[CH:5]=[N:4][C:3]=1[O:11][CH:12]([C:13]([F:14])([F:15])[F:16])[C:17]([F:20])([F:19])[F:18], predict the reactants needed to synthesize it. The reactants are: [Cl:1][C:2]1[C:3]([O:11][CH:12]([C:17]([F:20])([F:19])[F:18])[C:13]([F:16])([F:15])[F:14])=[N:4][CH:5]=[C:6]([N+:8]([O-])=O)[CH:7]=1.[Cl-].[NH4+]. (3) Given the product [Cl:15][C:16]1[CH:17]=[C:18]2[C:22](=[CH:23][CH:24]=1)[CH:21]([O:1][C:2]1[N:6]([C:7]3[CH:12]=[C:11]([C:13]#[N:14])[CH:10]=[CH:9][N:8]=3)[N:5]=[CH:4][CH:3]=1)[CH2:20][CH2:19]2, predict the reactants needed to synthesize it. The reactants are: [OH:1][C:2]1[N:6]([C:7]2[CH:12]=[C:11]([C:13]#[N:14])[CH:10]=[CH:9][N:8]=2)[N:5]=[CH:4][CH:3]=1.[Cl:15][C:16]1[CH:17]=[C:18]2[C:22](=[CH:23][CH:24]=1)[CH:21](O)[CH2:20][CH2:19]2. (4) Given the product [Cl:2][C:3]1[CH:4]=[C:5]([CH:27]=[CH:28][C:29]=1[Cl:30])[CH2:6][N:7]1[CH2:12][CH2:11][N:10]([C:13]([C@@H:15]([NH2:19])[CH:16]([CH3:18])[CH3:17])=[O:14])[CH2:9][CH2:8]1, predict the reactants needed to synthesize it. The reactants are: Cl.[Cl:2][C:3]1[CH:4]=[C:5]([CH:27]=[CH:28][C:29]=1[Cl:30])[CH2:6][N:7]1[CH2:12][CH2:11][N:10]([C:13]([C@@H:15]([NH:19]C(OC(C)(C)C)=O)[CH:16]([CH3:18])[CH3:17])=[O:14])[CH2:9][CH2:8]1. (5) Given the product [ClH:18].[Br:1][C:2]1[CH:14]=[C:13]2[C:5]([C:6]3[CH:7]=[CH:8][N:9]=[CH:10][C:11]=3[N:12]2[Br:15])=[CH:4][CH:3]=1, predict the reactants needed to synthesize it. The reactants are: [Br:1][C:2]1[CH:14]=[C:13]2[C:5]([C:6]3[CH:7]=[CH:8][N:9]=[CH:10][C:11]=3[NH:12]2)=[CH:4][CH:3]=1.[Br:15]Br.C(Cl)(Cl)[Cl:18]. (6) Given the product [CH2:17]([O:16][C:14](=[O:15])[CH2:13][N:1]1[CH:5]=[C:4]([C:6]#[N:7])[N:3]=[CH:2]1)[CH3:18], predict the reactants needed to synthesize it. The reactants are: [NH:1]1[CH:5]=[C:4]([C:6]#[N:7])[N:3]=[CH:2]1.CC[O-].[Na+].Br[CH2:13][C:14]([O:16][CH2:17][CH3:18])=[O:15]. (7) Given the product [OH:19][CH2:18][C:17]([NH:16][C:9](=[O:10])[O:11][C:12]([CH3:13])([CH3:14])[CH3:15])([CH3:21])[CH3:20], predict the reactants needed to synthesize it. The reactants are: [C:9](O[C:9]([O:11][C:12]([CH3:15])([CH3:14])[CH3:13])=[O:10])([O:11][C:12]([CH3:15])([CH3:14])[CH3:13])=[O:10].[NH2:16][C:17]([CH3:21])([CH3:20])[CH2:18][OH:19].O. (8) Given the product [C:1]([O:7][C:8]1[CH:13]=[CH:12][CH:11]=[CH:10][CH:9]=1)(=[O:6])[CH2:2][C:3]([O:5][C:8]1[CH:13]=[CH:12][CH:11]=[CH:10][CH:9]=1)=[O:4], predict the reactants needed to synthesize it. The reactants are: [C:1]([OH:7])(=[O:6])[CH2:2][C:3]([OH:5])=[O:4].[C:8]1(O)[CH:13]=[CH:12][CH:11]=[CH:10][CH:9]=1.P(Cl)(Cl)(Cl)=O. (9) The reactants are: [Cl:1][C:2]1[CH:7]=[C:6]([C:8]#[C:9][Si](C)(C)C)[CH:5]=[CH:4][N:3]=1.[F:14][C:15]1[CH:20]=[CH:19][C:18]([N:21]2[CH:25]=[C:24](I)[N:23]=[C:22]2[CH:27]([CH3:29])[CH3:28])=[CH:17][CH:16]=1.[C:30]([OH:37])(=[O:36])/[CH:31]=[CH:32]/[C:33]([OH:35])=[O:34]. Given the product [C:30]([OH:37])(=[O:36])/[CH:31]=[CH:32]/[C:33]([OH:35])=[O:34].[Cl:1][C:2]1[CH:7]=[C:6]([C:8]#[C:9][C:24]2[N:23]=[C:22]([CH:27]([CH3:29])[CH3:28])[N:21]([C:18]3[CH:19]=[CH:20][C:15]([F:14])=[CH:16][CH:17]=3)[CH:25]=2)[CH:5]=[CH:4][N:3]=1, predict the reactants needed to synthesize it.